This data is from Forward reaction prediction with 1.9M reactions from USPTO patents (1976-2016). The task is: Predict the product of the given reaction. (1) Given the reactants CN([CH:4]=[N:5][C:6]([NH:8][C:9]1[CH:14]=[CH:13][CH:12]=[C:11]([S:15]([CH3:18])(=[O:17])=[O:16])[CH:10]=1)=[S:7])C.[F:19][C:20]1[CH:29]=[CH:28][CH:27]=[CH:26][C:21]=1[C:22](=[O:25])[CH2:23]Br.C(N(C(C)C)CC)(C)C, predict the reaction product. The product is: [F:19][C:20]1[CH:29]=[CH:28][CH:27]=[CH:26][C:21]=1[C:22]([C:23]1[S:7][C:6]([NH:8][C:9]2[CH:14]=[CH:13][CH:12]=[C:11]([S:15]([CH3:18])(=[O:16])=[O:17])[CH:10]=2)=[N:5][CH:4]=1)=[O:25]. (2) Given the reactants C([N:8]1[CH2:13][CH2:12][O:11][CH:10]([CH2:14][C:15]2[CH:20]=[CH:19][CH:18]=[CH:17][C:16]=2[O:21][CH:22]([F:24])[F:23])[CH2:9]1)C1C=CC=CC=1.C(N1CCO[C@H](CC2C=CC=C(C=CC3C=NC=CC=3)C=2)C1)(OC(C)(C)C)=O.ClC(OC(Cl)C)=O, predict the reaction product. The product is: [F:24][CH:22]([F:23])[O:21][C:16]1[CH:17]=[CH:18][CH:19]=[CH:20][C:15]=1[CH2:14][CH:10]1[O:11][CH2:12][CH2:13][NH:8][CH2:9]1.